From a dataset of Full USPTO retrosynthesis dataset with 1.9M reactions from patents (1976-2016). Predict the reactants needed to synthesize the given product. (1) Given the product [Cl:1][C:2]1[CH:7]=[CH:6][C:5]([S:8]([NH:11][CH:12]([C:14]2[N:18]([CH2:19][CH3:20])[C:17]3[CH:21]=[C:22]([C:25]([OH:27])=[O:26])[CH:23]=[CH:24][C:16]=3[N:15]=2)[CH3:13])(=[O:10])=[O:9])=[CH:4][CH:3]=1, predict the reactants needed to synthesize it. The reactants are: [Cl:1][C:2]1[CH:7]=[CH:6][C:5]([S:8]([NH:11][CH:12]([C:14]2[N:18]([CH2:19][CH3:20])[C:17]3[CH:21]=[C:22]([C:25]([O:27]CC)=[O:26])[CH:23]=[CH:24][C:16]=3[N:15]=2)[CH3:13])(=[O:10])=[O:9])=[CH:4][CH:3]=1.O1CCOCC1.[OH-].[Na+].Cl. (2) Given the product [Cl:1][C:2]1[CH:7]=[CH:6][C:5]([S:8][CH2:17][CH2:16][C:14]2([Br:28])[CH2:15][C:13]2([Br:29])[Br:12])=[CH:4][CH:3]=1, predict the reactants needed to synthesize it. The reactants are: [Cl:1][C:2]1[CH:7]=[CH:6][C:5]([SH:8])=[CH:4][CH:3]=1.C[O-].[Na+].[Br:12][C:13]1([Br:29])[CH2:15][C:14]1([Br:28])[CH2:16][CH2:17]OS(C1C=CC=CC=1)(=O)=O. (3) Given the product [Cl:1][C:2]1[C:3]([O:12][C:13]2[CH:18]=[C:17]([O:19][CH:20]([CH3:21])[CH3:22])[CH:16]=[CH:15][C:14]=2[CH2:23][CH2:24][CH2:25][OH:26])=[N:4][CH:5]=[C:6]([C:8]([F:11])([F:10])[F:9])[CH:7]=1, predict the reactants needed to synthesize it. The reactants are: [Cl:1][C:2]1[C:3]([O:12][C:13]2[CH:18]=[C:17]([O:19][CH:20]([CH3:22])[CH3:21])[CH:16]=[CH:15][C:14]=2[CH2:23][CH2:24][C:25](OCC)=[O:26])=[N:4][CH:5]=[C:6]([C:8]([F:11])([F:10])[F:9])[CH:7]=1.[H-].[Al+3].[Li+].[H-].[H-].[H-].O.O.O.O.O.O.O.O.O.O.S([O-])([O-])(=O)=O.[Na+].[Na+].